The task is: Predict the reactants needed to synthesize the given product.. This data is from Full USPTO retrosynthesis dataset with 1.9M reactions from patents (1976-2016). (1) Given the product [NH2:12][C:10](=[O:11])[CH:9]([C:19]1[CH:20]=[CH:21][C:22]([C:23]([OH:25])=[O:24])=[CH:26][CH:27]=1)[C:8]([NH:1][C:2]1[CH:3]=[CH:4][CH:5]=[CH:6][CH:7]=1)=[O:28], predict the reactants needed to synthesize it. The reactants are: [NH:1]([C:8](=[O:28])[CH:9]([C:19]1[CH:27]=[CH:26][C:22]([C:23]([OH:25])=[O:24])=[CH:21][CH:20]=1)[C:10]([NH:12]C1C=CC=CC=1)=[O:11])[C:2]1[CH:7]=[CH:6][CH:5]=[CH:4][CH:3]=1.N. (2) Given the product [Cl:1][C:2]1[CH:3]=[C:4]([C:5]2[C:6]([C:13]3[CH:14]=[C:15]([C:19]4[CH:24]=[CH:23][C:22]([F:25])=[CH:21][CH:20]=4)[CH:16]=[CH:17][CH:18]=3)=[CH:7][NH:29][N:28]=2)[C:9]([OH:8])=[CH:10][C:11]=1[OH:12], predict the reactants needed to synthesize it. The reactants are: [Cl:1][C:2]1[CH:3]=[C:4]2[C:9](=[CH:10][C:11]=1[OH:12])[O:8][CH:7]=[C:6]([C:13]1[CH:14]=[C:15]([C:19]3[CH:24]=[CH:23][C:22]([F:25])=[CH:21][CH:20]=3)[CH:16]=[CH:17][CH:18]=1)[C:5]2=O.O.[NH2:28][NH2:29]. (3) The reactants are: C[O:2][C:3]([C:5]1[CH:14]=[CH:13][C:12]2[C@@H:11](O)[CH2:10][CH2:9][CH2:8][C:7]=2[CH:6]=1)=O.B1(C)OC(C2C=CC=CC=2)(C2C=CC=CC=2)[C@@H]2[N:17]1CCC2.COC(C1C=CC2C(=O)CCCC=2C=1)=O.CO. Given the product [NH2:17][C@@H:11]1[CH2:10][CH2:9][CH2:8][C:7]2[CH:6]=[C:5]([CH2:3][OH:2])[CH:14]=[CH:13][C:12]1=2, predict the reactants needed to synthesize it. (4) Given the product [N:31]1([CH2:30][CH2:29][N:3]2[N:2]=[N:1][C:5]([C:6]3[CH:7]=[C:8]([C:12]4[N:17]5[N:18]=[CH:19][C:20]([C:21]([C:23]6[S:24][CH:25]=[CH:26][CH:27]=6)=[O:22])=[C:16]5[N:15]=[CH:14][CH:13]=4)[CH:9]=[CH:10][CH:11]=3)=[N:4]2)[CH2:36][CH2:35][CH2:34][CH2:33][CH2:32]1, predict the reactants needed to synthesize it. The reactants are: [NH:1]1[C:5]([C:6]2[CH:7]=[C:8]([C:12]3[N:17]4[N:18]=[CH:19][C:20]([C:21]([C:23]5[S:24][CH:25]=[CH:26][CH:27]=5)=[O:22])=[C:16]4[N:15]=[CH:14][CH:13]=3)[CH:9]=[CH:10][CH:11]=2)=[N:4][N:3]=[N:2]1.Cl[CH2:29][CH2:30][N:31]1[CH2:36][CH2:35][CH2:34][CH2:33][CH2:32]1. (5) Given the product [CH2:1]([N:8]1[C@@H:19]([CH3:22])[CH2:20][O:21][CH:10]([C:12]2[CH:17]=[CH:16][CH:15]=[CH:14][N+:13]=2[O-:18])[CH2:9]1)[C:2]1[CH:7]=[CH:6][CH:5]=[CH:4][CH:3]=1, predict the reactants needed to synthesize it. The reactants are: [CH2:1]([N:8]([C@@H:19]([CH3:22])[CH2:20][OH:21])[CH2:9][CH:10]([C:12]1[CH:17]=[CH:16][CH:15]=[CH:14][N+:13]=1[O-:18])O)[C:2]1[CH:7]=[CH:6][CH:5]=[CH:4][CH:3]=1.C(=O)([O-])[O-].[Na+].[Na+].